From a dataset of Full USPTO retrosynthesis dataset with 1.9M reactions from patents (1976-2016). Predict the reactants needed to synthesize the given product. (1) Given the product [CH3:1][C:2]1[CH:3]=[C:4]([C:9]([C:11]2[C:20](=[O:21])[C:19]3[C:14](=[CH:15][CH:16]=[CH:17][CH:18]=3)[N:13]([CH2:25][C:26]3[CH:31]=[CH:30][CH:29]=[C:28]([CH3:32])[N:27]=3)[CH:12]=2)=[O:10])[CH:5]=[N:6][C:7]=1[CH3:8], predict the reactants needed to synthesize it. The reactants are: [CH3:1][C:2]1[CH:3]=[C:4]([C:9]([C:11]2[C:20](=[O:21])[C:19]3[C:14](=[CH:15][CH:16]=[CH:17][CH:18]=3)[NH:13][CH:12]=2)=[O:10])[CH:5]=[N:6][C:7]=1[CH3:8].[H-].[Na+].Br[CH2:25][C:26]1[CH:31]=[CH:30][CH:29]=[C:28]([CH3:32])[N:27]=1. (2) Given the product [CH3:1][O:2][C:3]1[CH:8]=[CH:7][C:6]([C:9]2[CH:14]=[CH:13][C:12]([S:15]([NH:19][C:20]3[CH:25]=[CH:24][CH:23]=[C:22]([C:26]4[NH:30][N:29]=[N:28][N:27]=4)[CH:21]=3)(=[O:17])=[O:16])=[CH:11][CH:10]=2)=[CH:5][CH:4]=1, predict the reactants needed to synthesize it. The reactants are: [CH3:1][O:2][C:3]1[CH:8]=[CH:7][C:6]([C:9]2[CH:14]=[CH:13][C:12]([S:15](Cl)(=[O:17])=[O:16])=[CH:11][CH:10]=2)=[CH:5][CH:4]=1.[NH2:19][C:20]1[CH:21]=[C:22]([C:26]2[NH:30][N:29]=[N:28][N:27]=2)[CH:23]=[CH:24][CH:25]=1.